This data is from Full USPTO retrosynthesis dataset with 1.9M reactions from patents (1976-2016). The task is: Predict the reactants needed to synthesize the given product. The reactants are: C(OC(=O)[NH:7][CH:8]([CH2:18][C:19]1[C:27]2[C:22](=[CH:23][CH:24]=[C:25]([N+:28]([O-:30])=[O:29])[CH:26]=2)[NH:21][CH:20]=1)[C:9]([N:11]1[CH:15]([C:16]#[N:17])[CH2:14][S:13][CH2:12]1)=[O:10])(C)(C)C.FC(F)(F)C(O)=O. Given the product [NH2:7][C@@H:8]([CH2:18][C:19]1[C:27]2[C:22](=[CH:23][CH:24]=[C:25]([N+:28]([O-:30])=[O:29])[CH:26]=2)[NH:21][CH:20]=1)[C:9]([N:11]1[C@@H:15]([C:16]#[N:17])[CH2:14][S:13][CH2:12]1)=[O:10], predict the reactants needed to synthesize it.